This data is from Full USPTO retrosynthesis dataset with 1.9M reactions from patents (1976-2016). The task is: Predict the reactants needed to synthesize the given product. (1) The reactants are: [Cl:1][C:2]1[CH:7]=[CH:6][CH:5]=[CH:4][C:3]=1[CH:8]([CH:20]1[CH2:24][CH2:23][CH2:22][CH2:21]1)[CH2:9][C:10]([C:12]1[CH:13]=[N:14][C:15]([O:18]C)=[CH:16][CH:17]=1)=[O:11].Cl. Given the product [Cl:1][C:2]1[CH:7]=[CH:6][CH:5]=[CH:4][C:3]=1[CH:8]([CH:20]1[CH2:24][CH2:23][CH2:22][CH2:21]1)[CH2:9][C:10]([C:12]1[CH:17]=[CH:16][C:15](=[O:18])[NH:14][CH:13]=1)=[O:11], predict the reactants needed to synthesize it. (2) Given the product [Br:13][C:8]1[C:9]2[C:4](=[CH:3][C:2]([CH3:1])=[CH:11][CH:10]=2)[CH:5]=[CH:6][C:7]=1[CH3:12], predict the reactants needed to synthesize it. The reactants are: [CH3:1][C:2]1[CH:11]=[CH:10][C:9]2[C:4](=[CH:5][CH:6]=[C:7]([CH3:12])[CH:8]=2)[CH:3]=1.[Br:13]N1C(=O)CCC1=O.O. (3) Given the product [NH2:21][C:4]1[C:5]([NH:8][C@@H:9]2[CH2:13][CH2:12][N:11]([C:14]([O:16][C:17]([CH3:20])([CH3:19])[CH3:18])=[O:15])[CH2:10]2)=[N:6][CH:7]=[C:2]([Cl:1])[CH:3]=1, predict the reactants needed to synthesize it. The reactants are: [Cl:1][C:2]1[CH:3]=[C:4]([N+:21]([O-])=O)[C:5]([NH:8][C@@H:9]2[CH2:13][CH2:12][N:11]([C:14]([O:16][C:17]([CH3:20])([CH3:19])[CH3:18])=[O:15])[CH2:10]2)=[N:6][CH:7]=1.[NH4+].[Cl-].